From a dataset of Forward reaction prediction with 1.9M reactions from USPTO patents (1976-2016). Predict the product of the given reaction. (1) Given the reactants [N:1]1([C:7]2[CH:8]=[CH:9][C:10]3[N:11]([C:13]([C:16]([F:19])([F:18])[F:17])=[N:14][N:15]=3)[N:12]=2)[CH2:6][CH2:5][NH:4][CH2:3][CH2:2]1.[CH:20]([C:22]1[CH:23]=[C:24]([CH:30]=[CH:31][CH:32]=1)[C:25]([N:27]([CH3:29])[CH3:28])=[O:26])=O, predict the reaction product. The product is: [CH3:29][N:27]([CH3:28])[C:25](=[O:26])[C:24]1[CH:30]=[CH:31][CH:32]=[C:22]([CH2:20][N:4]2[CH2:3][CH2:2][N:1]([C:7]3[CH:8]=[CH:9][C:10]4[N:11]([C:13]([C:16]([F:17])([F:18])[F:19])=[N:14][N:15]=4)[N:12]=3)[CH2:6][CH2:5]2)[CH:23]=1. (2) Given the reactants F[C:2]1[CH:3]=[C:4]([OH:11])[CH:5]=[CH:6][C:7]=1[N+:8]([O-:10])=[O:9].[CH3:12][NH2:13], predict the reaction product. The product is: [CH3:12][NH:13][C:2]1[CH:3]=[C:4]([OH:11])[CH:5]=[CH:6][C:7]=1[N+:8]([O-:10])=[O:9]. (3) Given the reactants Br[C:2]1[CH:3]=[N:4][N:5]2[CH:10]=[CH:9][C:8]([N:11]3[C@@H:15]([C:16]4[CH:21]=[CH:20][CH:19]=[CH:18][CH:17]=4)[CH2:14][O:13][C:12]3=[O:22])=[N:7][C:6]=12.CC1(C)C(C)(C)OB([C:31]2[CH:36]=[CH:35][C:34]([C:37]3[N:38](COCC[Si](C)(C)C)[CH:39]=[CH:40][N:41]=3)=[CH:33][CH:32]=2)O1.C([O-])([O-])=O.[Na+].[Na+].C1(P(C2CCCCC2)C2C=CC=CC=2C2C(C(C)C)=CC(C(C)C)=CC=2C(C)C)CCCCC1.FC(F)(F)C(O)=O, predict the reaction product. The product is: [NH:38]1[CH:39]=[CH:40][N:41]=[C:37]1[C:34]1[CH:35]=[CH:36][C:31]([C:2]2[CH:3]=[N:4][N:5]3[CH:10]=[CH:9][C:8]([N:11]4[C@@H:15]([C:16]5[CH:21]=[CH:20][CH:19]=[CH:18][CH:17]=5)[CH2:14][O:13][C:12]4=[O:22])=[N:7][C:6]=23)=[CH:32][CH:33]=1. (4) Given the reactants [CH3:1][O:2][C:3]1[CH:8]=[C:7]([O:9][CH3:10])[CH:6]=[CH:5][N:4]=1.C1C(=O)N([Br:18])C(=O)C1, predict the reaction product. The product is: [Br:18][C:6]1[C:7]([O:9][CH3:10])=[CH:8][C:3]([O:2][CH3:1])=[N:4][CH:5]=1. (5) Given the reactants CN(C)CCN1C2C(=CC([N+]([O-])=O)=CC=2)CC1.[H][H].[N+](C1C=C2C(=CC=1)N(CCN1CCCC1)CC2)([O-])=O.O1CCN(CCN2C3C(=CC(N)=CC=3)CCC2)CC1.O=[C:59]1[N:65]([CH2:66][CH2:67][N:68]2[CH2:73]CCC[CH2:69]2)[C:64]2[CH:74]=[CH:75][C:76]([NH:78][C:79]([C:81]3[S:82][CH:83]=[CH:84][CH:85]=3)=[NH:80])=[CH:77][C:63]=2[CH2:62]CC1, predict the reaction product. The product is: [CH3:73][N:68]([CH3:69])[CH2:67][CH2:66][N:65]1[C:64]2[C:63](=[CH:77][C:76]([NH:78][C:79]([C:81]3[S:82][CH:83]=[CH:84][CH:85]=3)=[NH:80])=[CH:75][CH:74]=2)[CH2:62][CH2:59]1. (6) Given the reactants [CH2:1]([C:3]1(O)[C:9]2[CH:10]=[CH:11][C:12]([O:14][CH3:15])=[CH:13][C:8]=2[CH2:7][CH2:6][CH2:5][C:4]1([C:17]1[CH:22]=[CH:21][C:20]([O:23][CH3:24])=[CH:19][CH:18]=1)[CH3:16])[CH3:2].O.C1(C)C=CC(S(O)(=O)=O)=CC=1.C([O-])(O)=O.[Na+], predict the reaction product. The product is: [CH:1](=[C:3]1[C:9]2[CH:10]=[CH:11][C:12]([O:14][CH3:15])=[CH:13][C:8]=2[CH2:7][CH2:6][CH2:5][C:4]1([C:17]1[CH:22]=[CH:21][C:20]([O:23][CH3:24])=[CH:19][CH:18]=1)[CH3:16])[CH3:2]. (7) Given the reactants C(C1C=C(O)C(=O)NN=1)C.C([O:18][C:19]1[N:20]=[N:21][C:22]([C:33]2[CH2:34][CH2:35][O:36][CH2:37][CH:38]=2)=[CH:23][C:24]=1[O:25]CC1C=CC=CC=1)C1C=CC=CC=1.O, predict the reaction product. The product is: [OH:25][C:24]1[C:19](=[O:18])[NH:20][N:21]=[C:22]([CH:33]2[CH2:38][CH2:37][O:36][CH2:35][CH2:34]2)[CH:23]=1.